Dataset: Antibody developability classification from SAbDab with 2,409 antibodies. Task: Regression/Classification. Given an antibody's heavy chain and light chain sequences, predict its developability. TAP uses regression for 5 developability metrics; SAbDab uses binary classification. (1) The antibody is ['EVQFVQSGAEVKKPGASVRVSCEASGYSFTDYVLQWIRQAPGQRPEWMGWIKPERGAVSYAPQFQGRLTLTRDLYTETAYMHFKNLRSDDTAIYYCARGVRRDASWWLQFWGQGTLVTVSS', 'EIVMTQSPVTVSVSRGGTATLSCRASQGVGSDVAWYQHKPGQTPRLLIYGASTRASGVPERFSGSGFHVDFTLSISGLQPEDVAIYYCQQYETFGQGTKVEIK']. Result: 0 (not developable). (2) The antibody is ['1zlv', 'PROT_3153961F']. Result: 0 (not developable). (3) The antibody is ['DVQLQQSGPDLVKPSQSLSLTCTVTGYSITSGYSWHWIRQFPGNKLEWMGYIHYSAGTNYNPSLKSRISITRDTSKNQFFLQLNSVTTEDTATYYCAREEAMPYGNQAYYYAMDCWGQGTTVTVSS', 'DIVLTQSPASLAVSLGQRATISCKASQGVDFDGASFMNWYQQKPGQPPKLLIFAASTLESGIPARFSGRGSGTDFTLNIHPVEEEDAATYYCQQSHEDPLTFGAGTKLELK']. Result: 0 (not developable). (4) Result: 0 (not developable). The antibody is ['AVQLAESGPALVAPSQALSITCTVAGFSLTAYGVAWVRQPPGAGLEWLGAIWAAGATDYNAALKSRASIAKDNSKSQVFLAMASLATADTAAYYCAREWDAYGDYWGQGTTVTVSA', 'DIVLTQSPAALSAAAGATVAATCRASGNIHNALAWYQQKAGKSPQLLVYAAAALAAGVPSRFSGSGSGTAYALAINSLAADDFGAYYCQHFWSTPYTFGGGTKLEIK']. (5) The antibody is ['EVQLVESGGGLVKPGGSLRLTCVASGFTFSDVWLNWVRQAPGKGLEWVGRIKSRTDGGTTDYAASVKGRFTISRDDSKNTLYLQMNSLKTEDTAVYSCTTDGFIMIRGVSEDYYYYYMDVWGKGTTVTVSS', 'QSVLTQPPSVSAAPGQKVTISCSGSSSNIGNNYVLWYQQFPGTAPKLLIYGNNKRPSGIPDRFSGSKSGTSATLGITGLQTGDEADYFCATWDSGLSADWVFGGGTKLTVL']. Result: 0 (not developable). (6) The antibody is ['EVQLVESGGGLVQPGGSLRLSCAASGFNFSSSSIHWVRQAPGKGLEWVAYIYPSYDYTYYADSVKGRFTISADTSKNTAYLQMNSLRAEDTAVYYCARGYFYTWGGMDYWGQGTLVTVSS', 'DIQMTQSPSSLSASVGDRVTITCRASQSVSSAVAWYQQKPGKAPKLLIYSASSLYSGVPSRFSGSRSGTDFTLTISSLQPEDFATYYCQQYYSLFTFGQGTKVEIK']. Result: 0 (not developable). (7) The antibody is ['3oke', 'DIVMTQSPSSLAVSAGEKVTMNCKSSQSLLNSRTRKNYLAWYQQKPGQSPKLLIYWASTRESGVPDRFTGSGSGTDFALTISSVQAEDLAVYYCKQSYNLRTFGGGTKLEIK']. Result: 1 (developable).